This data is from Forward reaction prediction with 1.9M reactions from USPTO patents (1976-2016). The task is: Predict the product of the given reaction. (1) Given the reactants Cl[C:2]1[C:3]2[CH2:14][O:13][CH2:12][C:4]=2[N:5]=[C:6]([S:8]([CH3:11])(=[O:10])=[O:9])[N:7]=1.[CH3:15][C:16]1[CH:20]=[C:19]([NH2:21])[NH:18][N:17]=1.C(N(C(C)C)CC)(C)C.[I-].[Na+], predict the reaction product. The product is: [CH3:15][C:16]1[CH:20]=[C:19]([NH:21][C:2]2[C:3]3[CH2:14][O:13][CH2:12][C:4]=3[N:5]=[C:6]([S:8]([CH3:11])(=[O:10])=[O:9])[N:7]=2)[NH:18][N:17]=1. (2) Given the reactants Br.[Br:2][CH2:3][CH2:4][NH2:5].[C:6](O[C:6]([O:8][C:9]([CH3:12])([CH3:11])[CH3:10])=[O:7])([O:8][C:9]([CH3:12])([CH3:11])[CH3:10])=[O:7].C(N(CC)CC)C, predict the reaction product. The product is: [C:9]([O:8][C:6]([NH:5][CH2:4][CH2:3][Br:2])=[O:7])([CH3:12])([CH3:11])[CH3:10]. (3) Given the reactants [Li+].CC([N-]C(C)C)C.[CH2:9]1[CH2:13][O:12][CH2:11][CH2:10]1.[Se:14]1C=CC=[C:15]1[C:19]1[Se:20][C:21]([C:24]2[Se:25][CH:26]=[CH:27][CH:28]=2)=[CH:22][CH:23]=1.[C:29](OCC)(=[O:31])C, predict the reaction product. The product is: [CH:29]([C:26]1[Se:25][C:24]([C:21]2[Se:20][C:19]([C:15]3[Se:14][C:10]([CH:11]=[O:12])=[CH:9][CH:13]=3)=[CH:23][CH:22]=2)=[CH:28][CH:27]=1)=[O:31]. (4) The product is: [C:31]1([C:30]2[C:3]3=[C:18]4[C:25]5=[C:24]6[C:23]7[C:15]([CH:4]=[C:26]5[C:21]3=[CH:27][CH:28]=2)=[CH:16][CH:11]=[CH:10][C:9]=7[CH:8]=[CH:7][C:6]6=[C:5]([C:42]2[CH:47]=[CH:46][CH:45]=[CH:44][CH:43]=2)[C:17]4=[O:20])[CH:32]=[CH:33][CH:34]=[CH:35][CH:36]=1. Given the reactants C1C2[C:15]3=[C:16]4[C:11](=CC=2)[CH:10]=[CH:9][CH:8]=[C:7]4[CH:6]=[C:5]2[C:17](=[O:20])[C:18](=O)[C:3](=[C:4]23)C=1.[C:21]1([CH2:27][C:28]([CH2:30][C:31]2[CH:36]=[CH:35][CH:34]=[CH:33][CH:32]=2)=O)[CH:26]=[CH:25][CH:24]=[CH:23]C=1.[OH-].[K+].C(O)C.[C:42]1(C)[CH:47]=[CH:46][CH:45]=[CH:44][CH:43]=1, predict the reaction product.